This data is from Reaction yield outcomes from USPTO patents with 853,638 reactions. The task is: Predict the reaction yield, written as a fraction of the theoretical maximum amount of product (1.0 means a 100% yield; for example, 0.34 means a 34% yield). (1) The catalyst is C1(C)C=CC=CC=1.O.C1C=CC(P(C2C=CC=CC=2)[C-]2C=CC=C2)=CC=1.C1C=CC(P(C2C=CC=CC=2)[C-]2C=CC=C2)=CC=1.[Cl-].[Cl-].[Fe+2].[Pd+2]. The product is [CH:1]1([CH:4]([C:26]2[CH:27]=[N:28][C:29]([O:32][CH3:33])=[CH:30][CH:31]=2)[O:5][C:6]2[CH:23]=[CH:22][C:9]([CH2:10][NH:11][C:12]3[C:17]([N+:18]([O-:20])=[O:19])=[CH:16][C:15]([C:38]4[CH:37]=[N:36][N:35]([CH3:34])[CH:39]=4)=[CH:14][N:13]=3)=[CH:8][C:7]=2[O:24][CH3:25])[CH2:3][CH2:2]1. The yield is 0.550. The reactants are [CH:1]1([CH:4]([C:26]2[CH:27]=[N:28][C:29]([O:32][CH3:33])=[CH:30][CH:31]=2)[O:5][C:6]2[CH:23]=[CH:22][C:9]([CH2:10][NH:11][C:12]3[C:17]([N+:18]([O-:20])=[O:19])=[CH:16][C:15](I)=[CH:14][N:13]=3)=[CH:8][C:7]=2[O:24][CH3:25])[CH2:3][CH2:2]1.[CH3:34][N:35]1[CH:39]=[C:38](B2OC(C)(C)C(C)(C)O2)[CH:37]=[N:36]1.C(=O)([O-])[O-].[K+].[K+]. (2) The reactants are [CH2:1]([O:3][C:4]([C@H:6]1[C@@H:11]([NH2:12])[C@H:10]2[CH2:13][C@@H:7]1[CH2:8][CH2:9]2)=[O:5])[CH3:2].[F:14][C:15]1[CH:22]=[CH:21][C:18]([CH:19]=O)=[CH:17][CH:16]=1.C(O)(=O)C.C([BH3-])#N.[Na+]. The catalyst is C(O)C.C(OCC)(=O)C. The product is [CH2:1]([O:3][C:4]([C@H:6]1[C@@H:11]([NH:12][CH2:19][C:18]2[CH:21]=[CH:22][C:15]([F:14])=[CH:16][CH:17]=2)[C@H:10]2[CH2:13][C@@H:7]1[CH2:8][CH2:9]2)=[O:5])[CH3:2]. The yield is 0.950. (3) The reactants are C(O[C:4](=[N:6][C:7](=O)[C:8]1[CH:13]=[CH:12][C:11]([O:14][CH3:15])=[CH:10][CH:9]=1)[CH3:5])C.Cl.[NH:18]([C:20]1[CH:25]=[CH:24][C:23]([S:26]([NH2:29])(=[O:28])=[O:27])=[CH:22][CH:21]=1)[NH2:19].C(N(CC)CC)C.O. The catalyst is ClCCl.CO. The product is [CH3:15][O:14][C:11]1[CH:10]=[CH:9][C:8]([C:7]2[N:18]([C:20]3[CH:21]=[CH:22][C:23]([S:26]([NH2:29])(=[O:28])=[O:27])=[CH:24][CH:25]=3)[N:19]=[C:4]([CH3:5])[N:6]=2)=[CH:13][CH:12]=1. The yield is 0.530. (4) The reactants are CC([Si](C)(C)[O:6][CH2:7][CH2:8][CH2:9][C:10]1[C:18]2[C:13](=[CH:14][CH:15]=[C:16]([C:19]([O:21][CH2:22][CH3:23])=[O:20])[CH:17]=2)[NH:12][C:11]=1[Si](C)(C)C)(C)C. The catalyst is CC#N. The product is [OH:6][CH2:7][CH2:8][CH2:9][C:10]1[C:18]2[C:13](=[CH:14][CH:15]=[C:16]([C:19]([O:21][CH2:22][CH3:23])=[O:20])[CH:17]=2)[NH:12][CH:11]=1. The yield is 0.980. (5) The reactants are [CH3:1][O:2][CH2:3][CH2:4][O:5][CH2:6][C:7]([C:10]1[CH:15]=[CH:14][C:13]([NH2:16])=[CH:12][CH:11]=1)([CH3:9])[CH3:8].[N+:17]([O-])([O-:19])=[O:18].[K+]. The catalyst is OS(O)(=O)=O. The product is [CH3:1][O:2][CH2:3][CH2:4][O:5][CH2:6][C:7]([C:10]1[CH:15]=[CH:14][C:13]([NH2:16])=[CH:12][C:11]=1[N+:17]([O-:19])=[O:18])([CH3:9])[CH3:8]. The yield is 0.710. (6) The reactants are [CH3:1][C:2]1[CH:7]=[CH:6][N:5]=[CH:4][C:3]=1[N:8]1[CH2:12][CH2:11][NH:10][C:9]1=[O:13].C(OC([N:21]1[C:30]2[C:25](=[CH:26][C:27](Br)=[CH:28][CH:29]=2)[CH2:24][CH2:23][C:22]1=[O:32])=O)(C)(C)C.N[C@@H]1CCCC[C@H]1N.C(=O)([O-])[O-].[K+].[K+]. The catalyst is [Cu](I)I.O1CCOCC1. The product is [CH3:1][C:2]1[CH:7]=[CH:6][N:5]=[CH:4][C:3]=1[N:8]1[CH2:12][CH2:11][N:10]([C:27]2[CH:26]=[C:25]3[C:30](=[CH:29][CH:28]=2)[NH:21][C:22](=[O:32])[CH2:23][CH2:24]3)[C:9]1=[O:13]. The yield is 0.315. (7) The reactants are [C:1]([NH:11][CH2:12][CH2:13][CH2:14][CH2:15][C:16]1[CH:21]=[CH:20][C:19]([OH:22])=[CH:18][CH:17]=1)([O:3][CH2:4][C:5]1[CH:10]=[CH:9][CH:8]=[CH:7][CH:6]=1)=[O:2].[H-].[Na+].[CH3:25][O:26][CH2:27][CH2:28]Br. The catalyst is C1COCC1.[I-].C([N+](CCCC)(CCCC)CCCC)CCC. The product is [C:1]([NH:11][CH2:12][CH2:13][CH2:14][CH2:15][C:16]1[CH:21]=[CH:20][C:19]([O:22][CH2:28][CH2:27][O:26][CH3:25])=[CH:18][CH:17]=1)([O:3][CH2:4][C:5]1[CH:6]=[CH:7][CH:8]=[CH:9][CH:10]=1)=[O:2]. The yield is 0.640. (8) The reactants are [CH3:1][O:2][C:3]([CH:5]1[C:10](=[O:11])[CH2:9][CH2:8][N:7]([C:12]([O:14][C:15]([CH3:18])([CH3:17])[CH3:16])=[O:13])[CH2:6]1)=[O:4].[H-].[Na+].[CH3:21]I. The catalyst is O1CCCC1. The product is [CH3:1][O:2][C:3]([C:5]1([CH3:21])[C:10](=[O:11])[CH2:9][CH2:8][N:7]([C:12]([O:14][C:15]([CH3:18])([CH3:17])[CH3:16])=[O:13])[CH2:6]1)=[O:4]. The yield is 0.520.